This data is from Catalyst prediction with 721,799 reactions and 888 catalyst types from USPTO. The task is: Predict which catalyst facilitates the given reaction. (1) Reactant: [CH3:1][O:2][C:3]([C:5]1[CH:10]=[C:9]([CH3:11])[N:8]2[CH:12]=[CH:13][CH:14]=[C:7]2[N:6]=1)=[O:4].C(O)(=O)C.[Br:19]Br. Product: [CH3:1][O:2][C:3]([C:5]1[CH:10]=[C:9]([CH2:11][Br:19])[N:8]2[CH:12]=[CH:13][CH:14]=[C:7]2[N:6]=1)=[O:4]. The catalyst class is: 2. (2) Reactant: [Cl:1][C:2]1[CH:3]=[C:4]([CH2:10][CH2:11][C:12]2([CH:20]3[CH2:24][CH2:23][CH2:22][CH2:21]3)[O:17][C:16](=[O:18])[CH2:15][C:14](=[O:19])[CH2:13]2)[CH:5]=[CH:6][C:7]=1[O:8][CH3:9].P([O-])(O)(O)=O.[Na+].C(NC1C=CC(S([N:44]=[N+:45]=[N-])(=O)=O)=CC=1)(=O)C. Product: [Cl:1][C:2]1[CH:3]=[C:4]([CH2:10][CH2:11][C:12]2([CH:20]3[CH2:24][CH2:23][CH2:22][CH2:21]3)[O:17][C:16](=[O:18])[C:15](=[N+:44]=[N-:45])[C:14](=[O:19])[CH2:13]2)[CH:5]=[CH:6][C:7]=1[O:8][CH3:9]. The catalyst class is: 3.